This data is from Reaction yield outcomes from USPTO patents with 853,638 reactions. The task is: Predict the reaction yield, written as a fraction of the theoretical maximum amount of product (1.0 means a 100% yield; for example, 0.34 means a 34% yield). (1) The reactants are Cl[C:2]1[N:11]=[C:10]([CH2:12][C:13]([O:15][C:16]([CH3:19])([CH3:18])[CH3:17])=[O:14])[C:9]2[C:4](=[CH:5][CH:6]=[CH:7][C:8]=2[F:20])[N:3]=1.O[C@H](C1C=CC=CC=1)C(O)=O.[CH2:32]1[NH:37][CH2:36][CH2:35][N:34]2[CH2:38][CH2:39][CH2:40][C@H:33]12. The catalyst is CN(C=O)C.[Cl-].[Na+].O. The product is [F:20][C:8]1[CH:7]=[CH:6][CH:5]=[C:4]2[C:9]=1[C:10]([CH2:12][C:13]([O:15][C:16]([CH3:19])([CH3:18])[CH3:17])=[O:14])=[N:11][C:2]([N:37]1[CH2:36][CH2:35][N:34]3[CH2:38][CH2:39][CH2:40][C@@H:33]3[CH2:32]1)=[N:3]2. The yield is 0.640. (2) The reactants are [NH:1]([C:8]1[N:9]([C:25]2[CH:30]=[CH:29][CH:28]=[CH:27][CH:26]=2)[C:10]2[C:15]([C:16](=[O:18])[CH:17]=1)=[CH:14][C:13](/[CH:19]=[CH:20]/[C:21]([OH:23])=[O:22])=[C:12]([CH3:24])[N:11]=2)[C:2]1[CH:7]=[CH:6][CH:5]=[CH:4][CH:3]=1.C(O)=O.N. The catalyst is CO.[Pd]. The product is [NH:1]([C:8]1[N:9]([C:25]2[CH:26]=[CH:27][CH:28]=[CH:29][CH:30]=2)[C:10]2[N:11]=[C:12]([CH3:24])[C:13]([CH2:19][CH2:20][C:21]([OH:23])=[O:22])=[CH:14][C:15]=2[C:16](=[O:18])[CH:17]=1)[C:2]1[CH:7]=[CH:6][CH:5]=[CH:4][CH:3]=1. The yield is 0.860. (3) The reactants are CS(Cl)(=O)=O.[Cl:6][C:7]1[CH:12]=[CH:11][C:10]([NH:13][C:14]2[C:15]([CH2:27]O)=[N:16][CH:17]=[C:18]([N:20]3[C:24]([CH3:25])=[CH:23][C:22]([CH3:26])=[N:21]3)[N:19]=2)=[CH:9][CH:8]=1.[CH2:29]([N:31](CC)[CH2:32]C)C.CNC. The catalyst is ClCCl.O1CCCC1.C(OCC)(=O)C.O. The product is [Cl:6][C:7]1[CH:12]=[CH:11][C:10]([NH:13][C:14]2[C:15]([CH2:27][N:31]([CH3:32])[CH3:29])=[N:16][CH:17]=[C:18]([N:20]3[C:24]([CH3:25])=[CH:23][C:22]([CH3:26])=[N:21]3)[N:19]=2)=[CH:9][CH:8]=1. The yield is 0.820. (4) The reactants are Cl[C:2]1[C:7]([F:8])=[C:6]([CH3:9])[C:5]([B:10]2[O:14][C:13]([CH3:16])([CH3:15])[C:12]([CH3:18])([CH3:17])[O:11]2)=[CH:4][N:3]=1.C(O)(=O)C. The catalyst is C(OCC)(=O)C.[Zn]. The product is [F:8][C:7]1[CH:2]=[N:3][CH:4]=[C:5]([B:10]2[O:14][C:13]([CH3:16])([CH3:15])[C:12]([CH3:18])([CH3:17])[O:11]2)[C:6]=1[CH3:9]. The yield is 1.00. (5) The reactants are [CH3:1][C:2]1[CH:3]=[CH:4][C:5]([N+:19]([O-:21])=[O:20])=[C:6]([CH:8](C(OCC)=O)[C:9]([O:11]CC)=[O:10])[CH:7]=1.Cl. The catalyst is C(O)(=O)C.O.CC#N. The product is [CH3:1][C:2]1[CH:3]=[CH:4][C:5]([N+:19]([O-:21])=[O:20])=[C:6]([CH2:8][C:9]([OH:11])=[O:10])[CH:7]=1. The yield is 0.840. (6) No catalyst specified. The reactants are [C:1]([O:4][CH2:5][C:6]1[C:7]([N:31]2[CH2:43][CH2:42][N:34]3[C:35]4[CH2:36][CH2:37][CH2:38][CH2:39][C:40]=4[CH:41]=[C:33]3[C:32]2=[O:44])=[N:8][CH:9]=[CH:10][C:11]=1C1C=C(NC2C=C3CN(C)CCN3N=2)C(=O)N(C)C=1)(=[O:3])[CH3:2].Br[C:46]1[CH:47]=[C:48]([NH:54][C:55]2[CH:60]=[CH:59][C:58]([N:61]3[CH2:66][C@@H:65]([CH3:67])[N:64]([CH:68]4[CH2:71][O:70][CH2:69]4)[CH2:63][C@@H:62]3[CH3:72])=[CH:57][N:56]=2)[C:49](=[O:53])[N:50]([CH3:52])[CH:51]=1.C(OCC1C(N2CCN3C4CCCCC=4C=C3C2=O)=NC=CC=1B1OC(C)(C)C(C)(C)O1)(=O)C. The yield is 0.410. The product is [C:1]([O:4][CH2:5][C:6]1[C:7]([N:31]2[CH2:43][CH2:42][N:34]3[C:35]4[CH2:36][CH2:37][CH2:38][CH2:39][C:40]=4[CH:41]=[C:33]3[C:32]2=[O:44])=[N:8][CH:9]=[CH:10][C:11]=1[C:46]1[CH:47]=[C:48]([NH:54][C:55]2[CH:60]=[CH:59][C:58]([N:61]3[CH2:66][C@@H:65]([CH3:67])[N:64]([CH:68]4[CH2:71][O:70][CH2:69]4)[CH2:63][C@@H:62]3[CH3:72])=[CH:57][N:56]=2)[C:49](=[O:53])[N:50]([CH3:52])[CH:51]=1)(=[O:3])[CH3:2]. (7) The reactants are [NH2:1][C:2]1[CH:3]=[CH:4][CH:5]=[C:6]2[C:11]=1[CH:10]=[C:9]([OH:12])[CH:8]=[CH:7]2.[C:13](O[C:13]([O:15][C:16]([CH3:19])([CH3:18])[CH3:17])=[O:14])([O:15][C:16]([CH3:19])([CH3:18])[CH3:17])=[O:14].C([O-])([O-])=O.[Cs+].[Cs+].I[CH2:35][CH3:36]. The catalyst is O1CCCC1.O. The product is [CH2:35]([O:12][C:9]1[CH:10]=[C:11]2[C:6]([CH:5]=[CH:4][CH:3]=[C:2]2[NH:1][C:13](=[O:14])[O:15][C:16]([CH3:19])([CH3:18])[CH3:17])=[CH:7][CH:8]=1)[CH3:36]. The yield is 0.800.